From a dataset of Full USPTO retrosynthesis dataset with 1.9M reactions from patents (1976-2016). Predict the reactants needed to synthesize the given product. (1) The reactants are: [Cl:1][C:2]1[N:3]=[C:4]([N:19]2[CH2:24][CH2:23][O:22][CH2:21][CH2:20]2)[C:5]2[S:10][C:9]([C:11]3[CH:12]=[C:13]([CH:16]=O)[S:14][CH:15]=3)=[C:8]([CH3:18])[C:6]=2[N:7]=1.[NH:25]1[CH2:29][CH2:28][CH:27]([OH:30])[CH2:26]1. Given the product [Cl:1][C:2]1[N:3]=[C:4]([N:19]2[CH2:24][CH2:23][O:22][CH2:21][CH2:20]2)[C:5]2[S:10][C:9]([C:11]3[CH:12]=[C:13]([CH2:16][N:25]4[CH2:29][CH2:28][CH:27]([OH:30])[CH2:26]4)[S:14][CH:15]=3)=[C:8]([CH3:18])[C:6]=2[N:7]=1, predict the reactants needed to synthesize it. (2) The reactants are: [CH2:1]([OH:6])[CH2:2][CH2:3][CH2:4][OH:5].N1C=CC=CC=1.[C:13](Cl)(=[O:17])[O:14][CH2:15][Cl:16]. Given the product [C:13](=[O:17])([O:5][CH2:4][CH2:3][CH2:2][CH2:1][OH:6])[O:14][CH2:15][Cl:16], predict the reactants needed to synthesize it. (3) Given the product [N+:25]([C:19]1[CH:20]=[C:21]2[C:13](=[C:14]([C:15]([OH:17])=[O:16])[CH:18]=1)[NH:12][C:3]1[CH:4]=[C:5]3[CH:6]=[CH:7][CH:8]=[CH:9][C:10]3=[CH:11][C:2]=1[O:1]2)([O-:27])=[O:26], predict the reactants needed to synthesize it. The reactants are: [OH:1][C:2]1[C:3]([NH:12][C:13]2[C:21]([N+]([O-])=O)=[CH:20][C:19]([N+:25]([O-:27])=[O:26])=[CH:18][C:14]=2[C:15]([OH:17])=[O:16])=[CH:4][C:5]2[C:10]([CH:11]=1)=[CH:9][CH:8]=[CH:7][CH:6]=2.[OH-].[Na+]. (4) Given the product [O:31]1[C:27]2([CH2:32][CH2:33][N:24]([C:21]3[CH:20]=[CH:19][C:18]([N:11]4[C:12]5[C:17](=[CH:16][CH:15]=[CH:14][CH:13]=5)[NH:8][CH2:9][CH2:10]4)=[CH:23][CH:22]=3)[CH2:25][CH2:26]2)[O:28][CH2:29][CH2:30]1, predict the reactants needed to synthesize it. The reactants are: C(OC([N:8]1[C:17]2[C:12](=[CH:13][CH:14]=[CH:15][CH:16]=2)[N:11]([C:18]2[CH:23]=[CH:22][C:21]([N:24]3[CH2:33][CH2:32][C:27]4([O:31][CH2:30][CH2:29][O:28]4)[CH2:26][CH2:25]3)=[CH:20][CH:19]=2)[CH2:10][CH2:9]1)=O)(C)(C)C.Cl.C(=O)([O-])O.[Na+]. (5) The reactants are: [N+:1]([C:4]1[CH:9]=[CH:8][C:7]([S:10][CH2:11][CH2:12][N:13]2[CH:17]=[N:16][N:15]=[CH:14]2)=[CH:6][CH:5]=1)([O-])=O.[Cl-].[Ca+2].[Cl-]. Given the product [NH2:1][C:4]1[CH:9]=[CH:8][C:7]([S:10][CH2:11][CH2:12][N:13]2[CH:14]=[N:15][N:16]=[CH:17]2)=[CH:6][CH:5]=1, predict the reactants needed to synthesize it. (6) Given the product [N:1]1[C:9]2[C:4](=[N:5][CH:6]=[C:7]([C:10]([NH:14][C:15]3([C:18]([O:20][CH2:21][C:22]4[CH:27]=[CH:26][CH:25]=[CH:24][CH:23]=4)=[O:19])[CH2:17][CH2:16]3)=[O:12])[CH:8]=2)[NH:3][CH:2]=1, predict the reactants needed to synthesize it. The reactants are: [N:1]1[C:9]2[C:4](=[N:5][CH:6]=[C:7]([C:10]([OH:12])=O)[CH:8]=2)[NH:3][CH:2]=1.Cl.[NH2:14][C:15]1([C:18]([O:20][CH2:21][C:22]2[CH:27]=[CH:26][CH:25]=[CH:24][CH:23]=2)=[O:19])[CH2:17][CH2:16]1.